Dataset: Full USPTO retrosynthesis dataset with 1.9M reactions from patents (1976-2016). Task: Predict the reactants needed to synthesize the given product. (1) The reactants are: [C:1]([C:3]1[CH:4]=[CH:5][C:6]2[N:10]=[C:9]([CH:11]([C:19]3[C:27]([S:28][CH3:29])=[CH:26][C:25]([CH3:30])=[C:24]4[C:20]=3[CH:21]=[CH:22][N:23]4[S:31]([C:34]3[CH:40]=[CH:39][C:37]([CH3:38])=[CH:36][CH:35]=3)(=[O:33])=[O:32])[NH:12]S(C(C)(C)C)=O)[N:8](COCC[Si](C)(C)C)[C:7]=2[CH:49]=1)#[N:2].C(C1C=CC2N(COCC[Si](C)(C)C)C(C(C3C(SC)=CC(C)=C4C=3C=CN4S(C3C=CC(C)=CC=3)(=O)=O)NS(C(C)(C)C)=O)=NC=2C=1)#N.Cl.CO. Given the product [NH2:12][CH:11]([C:19]1[C:27]([S:28][CH3:29])=[CH:26][C:25]([CH3:30])=[C:24]2[C:20]=1[CH:21]=[CH:22][N:23]2[S:31]([C:34]1[CH:35]=[CH:36][C:37]([CH3:38])=[CH:39][CH:40]=1)(=[O:33])=[O:32])[C:9]1[NH:10][C:6]2[CH:5]=[CH:4][C:3]([C:1]#[N:2])=[CH:49][C:7]=2[N:8]=1, predict the reactants needed to synthesize it. (2) Given the product [CH:14]1([CH2:17][CH2:18][NH:19][C:20]([C:22]2[N:23]=[N:24][C:25]([N:28]3[CH2:33][CH2:32][N:31]([C:5](=[O:6])[C:4]4[CH:8]=[CH:9][CH:10]=[CH:11][C:3]=4[C:2]([F:13])([F:12])[F:1])[CH2:30][CH2:29]3)=[CH:26][CH:27]=2)=[O:21])[CH2:16][CH2:15]1, predict the reactants needed to synthesize it. The reactants are: [F:1][C:2]([F:13])([F:12])[C:3]1[CH:11]=[CH:10][CH:9]=[CH:8][C:4]=1[C:5](Cl)=[O:6].[CH:14]1([CH2:17][CH2:18][NH:19][C:20]([C:22]2[N:23]=[N:24][C:25]([N:28]3[CH2:33][CH2:32][NH:31][CH2:30][CH2:29]3)=[CH:26][CH:27]=2)=[O:21])[CH2:16][CH2:15]1.